Dataset: Peptide-MHC class I binding affinity with 185,985 pairs from IEDB/IMGT. Task: Regression. Given a peptide amino acid sequence and an MHC pseudo amino acid sequence, predict their binding affinity value. This is MHC class I binding data. (1) The peptide sequence is EYLRIPLTI. The MHC is HLA-A24:02 with pseudo-sequence HLA-A24:02. The binding affinity (normalized) is 1.00. (2) The peptide sequence is VLGMLIPLSVCSV. The MHC is HLA-A02:03 with pseudo-sequence HLA-A02:03. The binding affinity (normalized) is 0.532. (3) The peptide sequence is LATLNTLIT. The MHC is HLA-A02:01 with pseudo-sequence HLA-A02:01. The binding affinity (normalized) is 0.144. (4) The peptide sequence is GETALALLL. The MHC is HLA-B40:01 with pseudo-sequence HLA-B40:01. The binding affinity (normalized) is 0.981. (5) The peptide sequence is NRRFVNVVP. The MHC is HLA-A01:01 with pseudo-sequence HLA-A01:01. The binding affinity (normalized) is 0.0847. (6) The peptide sequence is HELSLFWPL. The MHC is HLA-A32:07 with pseudo-sequence HLA-A32:07. The binding affinity (normalized) is 0.623.